This data is from Retrosynthesis with 50K atom-mapped reactions and 10 reaction types from USPTO. The task is: Predict the reactants needed to synthesize the given product. (1) Given the product CCOC(=O)C[C@@H](/C=C/Cc1ccccc1)c1ccc(OC2CCCCO2)cc1, predict the reactants needed to synthesize it. The reactants are: CCOC(=O)C[C@@H](/C=C/I)c1ccc(OC2CCCCO2)cc1.[Zn+]Cc1ccccc1. (2) Given the product CCn1c(C)nc2cc3c(cc21)C1CCC3CN(C(=O)OC(C)(C)C)C1, predict the reactants needed to synthesize it. The reactants are: CCI.Cc1nc2cc3c(cc2[nH]1)C1CCC3CN(C(=O)OC(C)(C)C)C1.